The task is: Regression. Given a peptide amino acid sequence and an MHC pseudo amino acid sequence, predict their binding affinity value. This is MHC class I binding data.. This data is from Peptide-MHC class I binding affinity with 185,985 pairs from IEDB/IMGT. The peptide sequence is AVSKNRRQL. The binding affinity (normalized) is 0.0847. The MHC is HLA-B15:01 with pseudo-sequence HLA-B15:01.